This data is from Catalyst prediction with 721,799 reactions and 888 catalyst types from USPTO. The task is: Predict which catalyst facilitates the given reaction. (1) Reactant: [F:1][C:2]1[CH:3]=[C:4]([CH:27]=[CH:28][CH:29]=1)[CH2:5][N:6]1[C:11](=[O:12])[C:10]2[C:13]([O:20][CH2:21][C:22]([F:25])([F:24])[F:23])=[C:14]([C:17](O)=[O:18])[N:15]([CH3:16])[C:9]=2[N:8]=[C:7]1[CH3:26].Cl.[NH2:31][CH:32]1[CH2:37][CH2:36][N:35]([C:38](=[O:41])[CH2:39][OH:40])[CH2:34][CH2:33]1.C1C=CC2N(O)N=NC=2C=1.C(N(CC)CC)C. The catalyst class is: 18. Product: [F:1][C:2]1[CH:3]=[C:4]([CH:27]=[CH:28][CH:29]=1)[CH2:5][N:6]1[C:11](=[O:12])[C:10]2[C:13]([O:20][CH2:21][C:22]([F:25])([F:23])[F:24])=[C:14]([C:17]([NH:31][CH:32]3[CH2:33][CH2:34][N:35]([C:38](=[O:41])[CH2:39][OH:40])[CH2:36][CH2:37]3)=[O:18])[N:15]([CH3:16])[C:9]=2[N:8]=[C:7]1[CH3:26]. (2) Reactant: [CH2:1]([O:8][C@:9]1([CH:33]=C)[C@@H:13]([CH2:14][O:15][CH2:16][C:17]2[CH:22]=[CH:21][CH:20]=[CH:19][CH:18]=2)[O:12][C@@H:11]([N:23]2[CH:31]=[C:29]([CH3:30])[C:27](=[O:28])[NH:26][C:24]2=[O:25])[C@H:10]1[OH:32])[C:2]1[CH:7]=[CH:6][CH:5]=[CH:4][CH:3]=1.I([O-])(=O)(=O)=[O:36].[Na+].C(O)(C)(C)C.[BH4-].[Na+]. Product: [CH2:1]([O:8][C@:9]1([CH2:33][OH:36])[C@@H:13]([CH2:14][O:15][CH2:16][C:17]2[CH:22]=[CH:21][CH:20]=[CH:19][CH:18]=2)[O:12][C@@H:11]([N:23]2[CH:31]=[C:29]([CH3:30])[C:27](=[O:28])[NH:26][C:24]2=[O:25])[C@H:10]1[OH:32])[C:2]1[CH:3]=[CH:4][CH:5]=[CH:6][CH:7]=1. The catalyst class is: 822. (3) Reactant: [NH2:1][C:2]1[CH:7]=[C:6]([NH2:8])[C:5]([N+:9]([O-])=O)=[CH:4][N:3]=1. Product: [NH2:1][C:2]1[CH:7]=[C:6]([NH2:8])[C:5]([NH2:9])=[CH:4][N:3]=1. The catalyst class is: 319. (4) The catalyst class is: 6. Reactant: [C:1]([OH:10])(=[O:9])[C@@H:2]([C@H:4]([C:6]([OH:8])=[O:7])[OH:5])[OH:3].[CH3:11][CH:12]1[CH2:17][CH2:16][CH2:15][NH:14][CH2:13]1. Product: [C:6]([C@@H:4]([C@H:2]([C:1]([O-:10])=[O:9])[OH:3])[OH:5])([O-:8])=[O:7].[CH3:11][C@@H:12]1[CH2:17][CH2:16][CH2:15][NH2+:14][CH2:13]1.[CH3:1][C@@H:2]1[CH2:4][CH2:6][CH2:15][NH2+:14][CH2:13]1.